Dataset: NCI-60 drug combinations with 297,098 pairs across 59 cell lines. Task: Regression. Given two drug SMILES strings and cell line genomic features, predict the synergy score measuring deviation from expected non-interaction effect. (1) Drug 1: C1=CC=C(C=C1)NC(=O)CCCCCCC(=O)NO. Drug 2: CN1C2=C(C=C(C=C2)N(CCCl)CCCl)N=C1CCCC(=O)O.Cl. Cell line: UO-31. Synergy scores: CSS=8.24, Synergy_ZIP=-3.14, Synergy_Bliss=-1.04, Synergy_Loewe=-22.8, Synergy_HSA=-0.669. (2) Cell line: OVCAR-5. Synergy scores: CSS=8.26, Synergy_ZIP=-2.73, Synergy_Bliss=-0.909, Synergy_Loewe=-2.11, Synergy_HSA=-1.43. Drug 1: CC12CCC(CC1=CCC3C2CCC4(C3CC=C4C5=CN=CC=C5)C)O. Drug 2: CC(C1=C(C=CC(=C1Cl)F)Cl)OC2=C(N=CC(=C2)C3=CN(N=C3)C4CCNCC4)N. (3) Drug 1: CC1=C2C(C(=O)C3(C(CC4C(C3C(C(C2(C)C)(CC1OC(=O)C(C(C5=CC=CC=C5)NC(=O)OC(C)(C)C)O)O)OC(=O)C6=CC=CC=C6)(CO4)OC(=O)C)OC)C)OC. Drug 2: CCCCCOC(=O)NC1=NC(=O)N(C=C1F)C2C(C(C(O2)C)O)O. Cell line: SK-MEL-28. Synergy scores: CSS=33.5, Synergy_ZIP=3.63, Synergy_Bliss=5.31, Synergy_Loewe=-11.1, Synergy_HSA=4.84. (4) Drug 1: CC(C1=C(C=CC(=C1Cl)F)Cl)OC2=C(N=CC(=C2)C3=CN(N=C3)C4CCNCC4)N. Drug 2: CN(C)C1=NC(=NC(=N1)N(C)C)N(C)C. Cell line: MDA-MB-435. Synergy scores: CSS=12.6, Synergy_ZIP=-0.208, Synergy_Bliss=5.05, Synergy_Loewe=-15.3, Synergy_HSA=-0.0624. (5) Drug 1: C(CN)CNCCSP(=O)(O)O. Drug 2: N.N.Cl[Pt+2]Cl. Cell line: M14. Synergy scores: CSS=20.9, Synergy_ZIP=-9.65, Synergy_Bliss=-0.414, Synergy_Loewe=-25.1, Synergy_HSA=-0.949. (6) Drug 2: CCC1(C2=C(COC1=O)C(=O)N3CC4=CC5=C(C=CC(=C5CN(C)C)O)N=C4C3=C2)O.Cl. Synergy scores: CSS=52.7, Synergy_ZIP=3.87, Synergy_Bliss=3.97, Synergy_Loewe=2.39, Synergy_HSA=4.92. Cell line: OVCAR-8. Drug 1: CC=C1C(=O)NC(C(=O)OC2CC(=O)NC(C(=O)NC(CSSCCC=C2)C(=O)N1)C(C)C)C(C)C. (7) Drug 1: C1CCN(CC1)CCOC2=CC=C(C=C2)C(=O)C3=C(SC4=C3C=CC(=C4)O)C5=CC=C(C=C5)O. Drug 2: COC1=C(C=C2C(=C1)N=CN=C2NC3=CC(=C(C=C3)F)Cl)OCCCN4CCOCC4. Cell line: TK-10. Synergy scores: CSS=38.5, Synergy_ZIP=-0.0683, Synergy_Bliss=-0.743, Synergy_Loewe=-6.28, Synergy_HSA=-0.225.